From a dataset of Catalyst prediction with 721,799 reactions and 888 catalyst types from USPTO. Predict which catalyst facilitates the given reaction. Reactant: [CH3:1][O:2][CH2:3][PH:4]([CH2:6][CH2:7][CH:8]=O)=[O:5].[CH2:10]([NH2:17])[C:11]1[CH:16]=[CH:15][CH:14]=[CH:13][CH:12]=1. Product: [CH2:10]([N:17]=[CH:8][CH2:7][CH2:6][PH:4]([CH2:3][O:2][CH3:1])=[O:5])[C:11]1[CH:16]=[CH:15][CH:14]=[CH:13][CH:12]=1. The catalyst class is: 11.